This data is from NCI-60 drug combinations with 297,098 pairs across 59 cell lines. The task is: Regression. Given two drug SMILES strings and cell line genomic features, predict the synergy score measuring deviation from expected non-interaction effect. Drug 2: CC12CCC3C(C1CCC2O)C(CC4=C3C=CC(=C4)O)CCCCCCCCCS(=O)CCCC(C(F)(F)F)(F)F. Cell line: HS 578T. Drug 1: CC1=C(C=C(C=C1)NC(=O)C2=CC=C(C=C2)CN3CCN(CC3)C)NC4=NC=CC(=N4)C5=CN=CC=C5. Synergy scores: CSS=3.95, Synergy_ZIP=-1.25, Synergy_Bliss=1.45, Synergy_Loewe=-0.368, Synergy_HSA=0.679.